This data is from Full USPTO retrosynthesis dataset with 1.9M reactions from patents (1976-2016). The task is: Predict the reactants needed to synthesize the given product. The reactants are: [C:1]([O:5][C:6]([N:8]([C:13]1[CH:14]=[C:15]([C:20]2[CH:21]=[C:22]3[C:28](I)=[CH:27][N:26]([C:30]([O:32][C:33]([CH3:36])([CH3:35])[CH3:34])=[O:31])[C:23]3=[N:24][CH:25]=2)[CH:16]=[CH:17][C:18]=1[F:19])[S:9]([CH3:12])(=[O:11])=[O:10])=[O:7])([CH3:4])([CH3:3])[CH3:2].[F:37][C:38]1[CH:39]=[C:40]([CH:58]=[C:59]([F:61])[CH:60]=1)[CH2:41][N:42]1[C:46]([CH3:47])=[C:45](B2OC(C)(C)C(C)(C)O2)[C:44]([CH3:57])=[N:43]1.C(=O)([O-])[O-].[Na+].[Na+]. Given the product [C:1]([O:5][C:6]([N:8]([C:13]1[CH:14]=[C:15]([C:20]2[CH:21]=[C:22]3[C:28]([C:45]4[C:44]([CH3:57])=[N:43][N:42]([CH2:41][C:40]5[CH:58]=[C:59]([F:61])[CH:60]=[C:38]([F:37])[CH:39]=5)[C:46]=4[CH3:47])=[CH:27][N:26]([C:30]([O:32][C:33]([CH3:36])([CH3:35])[CH3:34])=[O:31])[C:23]3=[N:24][CH:25]=2)[CH:16]=[CH:17][C:18]=1[F:19])[S:9]([CH3:12])(=[O:11])=[O:10])=[O:7])([CH3:4])([CH3:3])[CH3:2], predict the reactants needed to synthesize it.